This data is from Forward reaction prediction with 1.9M reactions from USPTO patents (1976-2016). The task is: Predict the product of the given reaction. (1) Given the reactants C[O:2][C:3]1[N:8]=[CH:7][C:6]([N:9]2[CH2:14][CH2:13][C:12]([CH3:16])([CH3:15])[CH2:11][CH2:10]2)=[CH:5][CH:4]=1.Cl.N1C=CC=CC=1.[OH-].[Na+], predict the reaction product. The product is: [CH3:15][C:12]1([CH3:16])[CH2:11][CH2:10][N:9]([C:6]2[CH:7]=[N:8][C:3]([OH:2])=[CH:4][CH:5]=2)[CH2:14][CH2:13]1. (2) The product is: [C:15]1([N:13]2[C:14]3[C:6]([CH:5]=[CH:4][C:3]([N:41]4[CH2:42][CH2:37][CH:38]([C:51]([F:54])([F:53])[F:52])[CH2:39][CH2:40]4)=[O:2])=[CH:7][C:8]([C:21]([F:22])([F:24])[F:23])=[CH:9][C:10]=3[N:11]=[CH:12]2)[CH:20]=[CH:19][CH:18]=[CH:17][CH:16]=1. Given the reactants C[O:2][C:3](=O)[CH:4]=[CH:5][C:6]1[C:14]2[N:13]([C:15]3[CH:20]=[CH:19][CH:18]=[CH:17][CH:16]=3)[CH:12]=[N:11][C:10]=2[CH:9]=[C:8]([C:21]([F:24])([F:23])[F:22])[CH:7]=1.CN1CCN(C(=O)C=CC2C3N(C4C=CC=CC=4)[CH:42]=[N:41][C:40]=3[CH:39]=[C:38]([C:51]([F:54])([F:53])[F:52])[CH:37]=2)CC1, predict the reaction product. (3) Given the reactants [CH:1]1([N:4]2[C:8]3[CH:9]=[C:10]([N:13]4[CH:18]=[C:17]([C:19]([O:21]CC)=[O:20])[C:16](=[O:24])[N:15]([C@H:25]5[C:33]6[C:28](=[C:29]([C:34]([F:37])([F:36])[F:35])[CH:30]=[CH:31][CH:32]=6)[CH2:27][CH2:26]5)[C:14]4=[O:38])[CH:11]=[CH:12][C:7]=3[N:6]([CH3:39])[C:5]2=[O:40])[CH2:3][CH2:2]1, predict the reaction product. The product is: [CH:1]1([N:4]2[C:8]3[CH:9]=[C:10]([N:13]4[CH:18]=[C:17]([C:19]([OH:21])=[O:20])[C:16](=[O:24])[N:15]([C@H:25]5[C:33]6[C:28](=[C:29]([C:34]([F:36])([F:37])[F:35])[CH:30]=[CH:31][CH:32]=6)[CH2:27][CH2:26]5)[C:14]4=[O:38])[CH:11]=[CH:12][C:7]=3[N:6]([CH3:39])[C:5]2=[O:40])[CH2:3][CH2:2]1. (4) The product is: [F:2][C:3]1[CH:8]=[CH:7][C:6]([C:9]2[N:10]=[C:11]([C@H:14]3[CH2:15][C:16]4[C:24]5[C:19](=[CH:20][CH:21]=[CH:22][CH:23]=5)[NH:18][C:17]=4[CH:28]([C:27]([O:31][CH3:32])=[O:30])[NH:25]3)[NH:12][CH:13]=2)=[CH:5][CH:4]=1. Given the reactants Cl.[F:2][C:3]1[CH:8]=[CH:7][C:6]([C:9]2[N:10]=[C:11]([C@H:14]([NH2:25])[CH2:15][C:16]3[C:24]4[C:19](=[CH:20][CH:21]=[CH:22][CH:23]=4)[NH:18][CH:17]=3)[NH:12][CH:13]=2)=[CH:5][CH:4]=1.O.[C:27]([OH:31])(=[O:30])[CH:28]=O.[CH3:32]O, predict the reaction product. (5) Given the reactants [Cl:1][C:2]1[NH:3][CH:4]=[C:5]([N+:7]([O-:9])=[O:8])[N:6]=1.[N+](C1C=CC(C([O:19][CH2:20][C@@:21]2([CH3:24])[CH2:23][O:22]2)=O)=CC=1)([O-])=O.C(N(CC)CC)C.C(=O)([O-])[O-].[K+].[K+].Cl.S([O-])([O-])(=O)=O.[Mg+2], predict the reaction product. The product is: [Cl:1][C:2]1[N:3]([CH2:23][C@:21]([OH:22])([CH3:24])[CH2:20][OH:19])[CH:4]=[C:5]([N+:7]([O-:9])=[O:8])[N:6]=1. (6) Given the reactants ClC(OCC(C)C)=O.[CH3:9][O:10][C:11]([C:13]1([C:16](O)=[O:17])[CH2:15][CH2:14]1)=[O:12].C(N(CC)CC)C.[BH4-].[Na+], predict the reaction product. The product is: [OH:17][CH2:16][C:13]1([C:11]([O:10][CH3:9])=[O:12])[CH2:15][CH2:14]1.